Dataset: Forward reaction prediction with 1.9M reactions from USPTO patents (1976-2016). Task: Predict the product of the given reaction. (1) The product is: [CH3:19][O:18][C:11]1[CH:12]=[CH:13][CH:14]=[C:15]([O:16][CH3:17])[C:10]=1[CH:2]1[N:1]([CH2:30][C:26]2[CH:25]=[C:24]3[C:29](=[CH:28][CH:27]=2)[N:20]=[CH:21][CH:22]=[CH:23]3)[C:6](=[O:8])[CH2:5][CH2:4][CH2:3]1. Given the reactants [NH2:1][CH:2]([C:10]1[C:15]([O:16][CH3:17])=[CH:14][CH:13]=[CH:12][C:11]=1[O:18][CH3:19])[CH2:3][CH2:4][CH2:5][C:6]([O:8]C)=O.[N:20]1[C:29]2[C:24](=[CH:25][C:26]([CH:30]=O)=[CH:27][CH:28]=2)[CH:23]=[CH:22][CH:21]=1, predict the reaction product. (2) Given the reactants [C:1]([NH:4][C:5]1[CH:27]=[CH:26][N:8]([C@@H:9]2[O:25][C@H:22]([CH2:23][OH:24])[C@@H:20]([OH:21])[C@H:10]2[O:11][CH2:12][O:13][CH2:14][O:15][CH2:16][CH2:17][C:18]#[N:19])[C:7](=[O:28])[N:6]=1)(=[O:3])[CH3:2].N1C=CC=CC=1.[CH3:35][O:36][C:37]1[CH:58]=[CH:57][C:40]([C:41](Cl)([C:50]2[CH:55]=[CH:54][CH:53]=[CH:52][CH:51]=2)[C:42]2[CH:47]=[CH:46][C:45]([O:48][CH3:49])=[CH:44][CH:43]=2)=[CH:39][CH:38]=1, predict the reaction product. The product is: [C:1]([NH:4][C:5]1[CH:27]=[CH:26][N:8]([C@@H:9]2[O:25][C@H:22]([CH2:23][O:24][C:41]([C:50]3[CH:55]=[CH:54][CH:53]=[CH:52][CH:51]=3)([C:42]3[CH:47]=[CH:46][C:45]([O:48][CH3:49])=[CH:44][CH:43]=3)[C:40]3[CH:39]=[CH:38][C:37]([O:36][CH3:35])=[CH:58][CH:57]=3)[C@@H:20]([OH:21])[C@H:10]2[O:11][CH2:12][O:13][CH2:14][O:15][CH2:16][CH2:17][C:18]#[N:19])[C:7](=[O:28])[N:6]=1)(=[O:3])[CH3:2]. (3) Given the reactants Br[C:2]1[CH:16]=[CH:15][C:5]([O:6][CH:7]2[CH2:12][CH2:11][S:10](=[O:14])(=[O:13])[CH2:9][CH2:8]2)=[CH:4][C:3]=1[CH3:17].[B:18]1([B:18]2[O:22][C:21]([CH3:24])([CH3:23])[C:20]([CH3:26])([CH3:25])[O:19]2)[O:22][C:21]([CH3:24])([CH3:23])[C:20]([CH3:26])([CH3:25])[O:19]1.C(Cl)Cl.CC([O-])=O.[K+], predict the reaction product. The product is: [CH3:17][C:3]1[CH:4]=[C:5]([CH:15]=[CH:16][C:2]=1[B:18]1[O:22][C:21]([CH3:24])([CH3:23])[C:20]([CH3:26])([CH3:25])[O:19]1)[O:6][CH:7]1[CH2:12][CH2:11][S:10](=[O:14])(=[O:13])[CH2:9][CH2:8]1.